Dataset: Rat liver microsome stability data. Task: Regression/Classification. Given a drug SMILES string, predict its absorption, distribution, metabolism, or excretion properties. Task type varies by dataset: regression for continuous measurements (e.g., permeability, clearance, half-life) or binary classification for categorical outcomes (e.g., BBB penetration, CYP inhibition). Dataset: rlm. (1) The compound is COc1cc(F)c(CN2C(=O)N(c3cnc(OC)c(OC)c3)S(=O)(=O)c3ccccc32)c(F)c1. The result is 1 (stable in rat liver microsomes). (2) The drug is CCOCCn1cc(C(=O)NCc2ccc(Cl)cc2Cl)ccc1=O. The result is 1 (stable in rat liver microsomes). (3) The compound is CC(C)Oc1cccc(-c2ccnc(N3CCC(C(N)=O)CC3)n2)c1. The result is 1 (stable in rat liver microsomes). (4) The molecule is O=C(Nc1ncc(Cc2ccc(C(F)(F)F)cc2)s1)c1cccc(-c2ccccc2)c1. The result is 0 (unstable in rat liver microsomes). (5) The drug is COc1ccc(Cl)cc1N1CCN(C(=O)c2cc(-c3ccc(Cl)cc3)[nH]n2)CC1. The result is 0 (unstable in rat liver microsomes). (6) The drug is CN(C)c1ccc(C(=O)Nc2cccc(NC(=O)COc3ccc4c(=O)ccoc4c3)c2)cc1. The result is 1 (stable in rat liver microsomes). (7) The drug is CNCCN(C)C(=O)c1ccc(NC(=O)Nc2ccc(-c3nc(OC)nc(N4CCOCC4)n3)cc2)cc1. The result is 0 (unstable in rat liver microsomes). (8) The drug is CC(C)[C@H](NS(=O)(=O)c1ccc2c(c1)sc1cc(NC(=O)Oc3ccccc3)ccc12)C(=O)O. The result is 0 (unstable in rat liver microsomes).